This data is from Reaction yield outcomes from USPTO patents with 853,638 reactions. The task is: Predict the reaction yield, written as a fraction of the theoretical maximum amount of product (1.0 means a 100% yield; for example, 0.34 means a 34% yield). The reactants are [C:1]([C:3]1[CH:8]=[CH:7][CH:6]=[CH:5][C:4]=1[C:9]1[CH:17]=[CH:16][C:12]([C:13](O)=[O:14])=[C:11]([NH:18][CH2:19][CH2:20][C:21]2[CH:26]=[CH:25][CH:24]=[C:23]([F:27])[CH:22]=2)[N:10]=1)#[N:2].CCN(C(C)C)C(C)C.CN(C(ON1N=NC2C=CC=CC1=2)=[N+](C)C)C.F[P-](F)(F)(F)(F)F.[NH2:61][CH2:62][C:63]1[C:64]([CH2:69][NH:70][C:71](=[O:77])[O:72][C:73]([CH3:76])([CH3:75])[CH3:74])=[N:65][CH:66]=[CH:67][CH:68]=1. The catalyst is CN(C=O)C. The product is [C:1]([C:3]1[CH:8]=[CH:7][CH:6]=[CH:5][C:4]=1[C:9]1[CH:17]=[CH:16][C:12]([C:13]([NH:61][CH2:62][C:63]2[C:64]([CH2:69][NH:70][C:71](=[O:77])[O:72][C:73]([CH3:74])([CH3:76])[CH3:75])=[N:65][CH:66]=[CH:67][CH:68]=2)=[O:14])=[C:11]([NH:18][CH2:19][CH2:20][C:21]2[CH:26]=[CH:25][CH:24]=[C:23]([F:27])[CH:22]=2)[N:10]=1)#[N:2]. The yield is 0.570.